Task: Predict the reactants needed to synthesize the given product.. Dataset: Full USPTO retrosynthesis dataset with 1.9M reactions from patents (1976-2016) Given the product [Br:25][C:22]1[CH:23]=[C:18]([C:10]2[N:9]([C:3]3[CH:4]=[CH:5][CH:6]=[C:7]([F:8])[C:2]=3[F:1])[C:17]3[CH:16]=[CH:15][N:14]=[CH:13][C:12]=3[N:11]=2)[C:19]([NH2:24])=[N:20][CH:21]=1, predict the reactants needed to synthesize it. The reactants are: [F:1][C:2]1[C:7]([F:8])=[CH:6][CH:5]=[CH:4][C:3]=1[N:9]1[C:17]2[CH:16]=[CH:15][N:14]=[CH:13][C:12]=2[N:11]=[C:10]1[C:18]1[C:19]([NH2:24])=[N:20][CH:21]=[CH:22][CH:23]=1.[Br:25]N1C(=O)CCC1=O.C([O-])(O)=O.[Na+].